From a dataset of Forward reaction prediction with 1.9M reactions from USPTO patents (1976-2016). Predict the product of the given reaction. (1) Given the reactants O=[C:2]1[NH:11][C:10]2[C:5](=[CH:6][CH:7]=[C:8]([C:12]([O:14][CH3:15])=[O:13])[CH:9]=2)[N:4]=[C:3]1[C:16]1[CH:21]=[CH:20][CH:19]=[CH:18][CH:17]=1.P(Br)(Br)([Br:24])=O, predict the reaction product. The product is: [Br:24][C:2]1[C:3]([C:16]2[CH:21]=[CH:20][CH:19]=[CH:18][CH:17]=2)=[N:4][C:5]2[C:10]([N:11]=1)=[CH:9][C:8]([C:12]([O:14][CH3:15])=[O:13])=[CH:7][CH:6]=2. (2) Given the reactants [OH:1][C:2]1[CH:3]=[C:4]([CH:7]=[CH:8][C:9]=1[OH:10])[CH:5]=[O:6].[H-].[Na+].[CH2:13](Cl)[C:14]1[CH:19]=[CH:18][CH:17]=[CH:16][CH:15]=1, predict the reaction product. The product is: [CH2:13]([O:1][C:2]1[CH:3]=[C:4]([CH:7]=[CH:8][C:9]=1[OH:10])[CH:5]=[O:6])[C:14]1[CH:19]=[CH:18][CH:17]=[CH:16][CH:15]=1. (3) Given the reactants O1CCOCC1.[CH3:7][O:8][C:9](=[O:17])[C:10]1[CH:15]=[CH:14][C:13](Br)=[CH:12][CH:11]=1.COCCN1CCNCC1.P([O-])([O-])([O-])=O.[K+].[K+].[K+], predict the reaction product. The product is: [CH3:7][O:8][C:9](=[O:17])[C:10]1[CH:15]=[CH:14][CH:13]=[CH:12][CH:11]=1. (4) Given the reactants C([O:4][C@H:5]1[CH2:22][CH2:21][C@@:20]2([CH3:23])[C@@H:7]([CH2:8][CH2:9][C@:10]3([CH3:48])[C@@H:19]2[CH2:18][CH2:17][C@H:16]2[C@@:11]3([CH3:47])[CH2:12][CH2:13][C@@:14]3([C:30](=[O:46])[NH:31][C@@H:32]4[CH2:35][C@H:34]([C:36]([N:38]5[CH2:43][CH2:42][CH2:41][CH2:40][CH2:39]5)=[O:37])[C:33]4([CH3:45])[CH3:44])[CH2:26][CH2:25][C@@H:24]([C:27]([CH3:29])=[CH2:28])[C@@H:15]32)[C:6]1([CH3:50])[CH3:49])(=O)C.[OH-].[Na+], predict the reaction product. The product is: [CH3:44][C:33]1([CH3:45])[C@@H:34]([C:36]([N:38]2[CH2:39][CH2:40][CH2:41][CH2:42][CH2:43]2)=[O:37])[CH2:35][C@H:32]1[NH:31][C:30]([C@:14]12[CH2:26][CH2:25][C@@H:24]([C:27]([CH3:29])=[CH2:28])[C@@H:15]1[C@@H:16]1[C@@:11]([CH3:47])([CH2:12][CH2:13]2)[C@@:10]2([CH3:48])[C@@H:19]([C@:20]3([CH3:23])[C@@H:7]([CH2:8][CH2:9]2)[C:6]([CH3:49])([CH3:50])[C@@H:5]([OH:4])[CH2:22][CH2:21]3)[CH2:18][CH2:17]1)=[O:46].